This data is from Reaction yield outcomes from USPTO patents with 853,638 reactions. The task is: Predict the reaction yield, written as a fraction of the theoretical maximum amount of product (1.0 means a 100% yield; for example, 0.34 means a 34% yield). (1) The reactants are N#N.[CH2:3]([O:5][C:6]([C@H:8]1[CH2:13][CH2:12][C@H:11]([N:14]2[C:18]([C:19]([F:22])([F:21])[F:20])=[C:17]([C:23]([O:25]CC3C=CC=CC=3)=[O:24])[CH:16]=[N:15]2)[CH2:10][C@H:9]1[CH3:33])=[O:7])[CH3:4].CCO. The catalyst is [Pd].CCOC(C)=O. The product is [CH2:3]([O:5][C:6]([C@H:8]1[CH2:13][CH2:12][C@H:11]([N:14]2[C:18]([C:19]([F:20])([F:21])[F:22])=[C:17]([C:23]([OH:25])=[O:24])[CH:16]=[N:15]2)[CH2:10][C@H:9]1[CH3:33])=[O:7])[CH3:4]. The yield is 0.850. (2) The reactants are [C:1]([NH:4][C:5]1[CH:12]=[CH:11][C:8]([CH:9]=O)=[CH:7][CH:6]=1)(=[O:3])[CH3:2].[CH3:13][C:14]([CH3:16])=[O:15].[OH-:17].[Na+]. The catalyst is CCO. The product is [C:1]([NH:4][C:5]1[CH:12]=[CH:11][C:8](/[CH:9]=[CH:13]/[C:14](=[O:15])/[CH:16]=[CH:9]/[C:8]2[CH:11]=[CH:12][C:5]([NH:4][C:1](=[O:17])[CH3:2])=[CH:6][CH:7]=2)=[CH:7][CH:6]=1)(=[O:3])[CH3:2]. The yield is 0.530. (3) The reactants are Br[C:2]1[CH:11]=[C:10]2[C:5]([CH:6]=[C:7]([NH:12][C:13]([CH:15]3[CH2:17][CH2:16]3)=[O:14])[N:8]=[CH:9]2)=[CH:4][CH:3]=1.[Cl:18][C:19]1[CH:20]=[CH:21][C:22]([O:28][CH3:29])=[C:23](B(O)O)[CH:24]=1.C(=O)([O-])[O-].[Cs+].[Cs+]. The catalyst is C(#N)C.O.C1C=CC(P(C2C=CC=CC=2)[C-]2C=CC=C2)=CC=1.C1C=CC(P(C2C=CC=CC=2)[C-]2C=CC=C2)=CC=1.Cl[Pd]Cl.[Fe+2]. The product is [Cl:18][C:19]1[CH:24]=[CH:23][C:22]([O:28][CH3:29])=[C:21]([C:2]2[CH:11]=[C:10]3[C:5]([CH:6]=[C:7]([NH:12][C:13]([CH:15]4[CH2:17][CH2:16]4)=[O:14])[N:8]=[CH:9]3)=[CH:4][CH:3]=2)[CH:20]=1. The yield is 0.102. (4) The reactants are [OH:1][C:2]1[N:3]=[C:4]([CH3:24])[NH:5][C:6](=[O:23])[C:7]=1[CH2:8][C:9]1[CH:14]=[CH:13][C:12]([C:15]2[C:16]([C:21]#[N:22])=[CH:17][CH:18]=[CH:19][CH:20]=2)=[CH:11][CH:10]=1.C(=O)([O-])[O-].[Cs+].[Cs+].S(OCC)(O[CH2:35][CH3:36])(=O)=O.CN(C)C=O. The product is [CH2:35]([O:1][C:2]1[N:3]=[C:4]([CH3:24])[NH:5][C:6](=[O:23])[C:7]=1[CH2:8][C:9]1[CH:10]=[CH:11][C:12]([C:15]2[C:16]([C:21]#[N:22])=[CH:17][CH:18]=[CH:19][CH:20]=2)=[CH:13][CH:14]=1)[CH3:36]. The yield is 0.160. The catalyst is C(OCC)(=O)C. (5) The reactants are [NH2:1][C:2]1[CH:21]=[CH:20][CH:19]=[CH:18][C:3]=1[C:4]([NH:6][C:7]1[CH:17]=[CH:16][C:10]2[O:11][C:12]([F:15])([F:14])[O:13][C:9]=2[CH:8]=1)=[O:5].[Cl:22][C:23]1[CH:28]=[C:27]([CH2:29]Cl)[CH:26]=[CH:25][N:24]=1.C(N(CC)C(C)C)(C)C.[I-].[Na+]. The catalyst is CN(C=O)C.C(OCC)(=O)C. The product is [Cl:22][C:23]1[CH:28]=[C:27]([CH2:29][NH:1][C:2]2[CH:21]=[CH:20][CH:19]=[CH:18][C:3]=2[C:4]([NH:6][C:7]2[CH:17]=[CH:16][C:10]3[O:11][C:12]([F:15])([F:14])[O:13][C:9]=3[CH:8]=2)=[O:5])[CH:26]=[CH:25][N:24]=1. The yield is 0.891. (6) The reactants are [I:1][C:2]1[CH:3]=[C:4]2[C:9](=[CH:10][CH:11]=1)[N:8]=[C:7]([C:12]1[CH:17]=[N:16][CH:15]=[CH:14][N:13]=1)[NH:6][C:5]2=O.F[P-](F)(F)(F)(F)F.[N:26]1(O[P+](N(C)C)(N(C)C)N(C)C)[C:30]2C=CC=CC=2N=N1.N12CCCN=C1CCCCC2.CN.C1COCC1. The catalyst is O. The product is [I:1][C:2]1[CH:3]=[C:4]2[C:9](=[CH:10][CH:11]=1)[N:8]=[C:7]([C:12]1[CH:17]=[N:16][CH:15]=[CH:14][N:13]=1)[N:6]=[C:5]2[NH:26][CH3:30]. The yield is 0.990. (7) The reactants are C(N)C1C=CC=CC=1.[NH2:9][CH2:10][CH2:11][N:12]1[CH2:16][CH2:15][CH2:14][CH2:13]1.[F:17][C:18]1[CH:39]=[CH:38][C:21]([CH2:22][N:23]2[CH2:27][CH2:26][N:25]([C:28]3[S:29][C:30]([C:34](O)=[O:35])=[C:31]([CH3:33])[N:32]=3)[C:24]2=[O:37])=[CH:20][CH:19]=1. No catalyst specified. The product is [F:17][C:18]1[CH:39]=[CH:38][C:21]([CH2:22][N:23]2[CH2:27][CH2:26][N:25]([C:28]3[S:29][C:30]([C:34]([NH:9][CH2:10][CH2:11][N:12]4[CH2:16][CH2:15][CH2:14][CH2:13]4)=[O:35])=[C:31]([CH3:33])[N:32]=3)[C:24]2=[O:37])=[CH:20][CH:19]=1. The yield is 0.170. (8) The reactants are [O:1]=[C:2]1[N:6]([C:7]2[CH:14]=[CH:13][C:10]([C:11]#[N:12])=[C:9]([C:15]([F:18])([F:17])[F:16])[CH:8]=2)[C@H:5]2[CH2:19][CH2:20][CH2:21][CH2:22][C@@H:4]2[NH:3]1.[Cl:23][C:24]1[CH:29]=[CH:28][C:27](I)=[CH:26][CH:25]=1. No catalyst specified. The product is [Cl:23][C:24]1[CH:29]=[CH:28][C:27]([N:3]2[C@H:4]3[CH2:22][CH2:21][CH2:20][CH2:19][C@@H:5]3[N:6]([C:7]3[CH:14]=[CH:13][C:10]([C:11]#[N:12])=[C:9]([C:15]([F:18])([F:16])[F:17])[CH:8]=3)[C:2]2=[O:1])=[CH:26][CH:25]=1. The yield is 0.173.